Dataset: Full USPTO retrosynthesis dataset with 1.9M reactions from patents (1976-2016). Task: Predict the reactants needed to synthesize the given product. (1) Given the product [Cl:12][C:9]1[CH:10]=[CH:11][C:6]([CH2:5][CH2:4][NH:2][CH3:1])=[C:7]([N+:13]([O-:15])=[O:14])[CH:8]=1, predict the reactants needed to synthesize it. The reactants are: [CH3:1][NH2:2].Br[CH2:4][CH2:5][C:6]1[CH:11]=[CH:10][C:9]([Cl:12])=[CH:8][C:7]=1[N+:13]([O-:15])=[O:14]. (2) Given the product [CH3:55][O:56][C:57]([NH:59][C@H:60]([CH:64]([CH3:66])[CH3:65])[C:6]([N:8]1[CH2:12][CH2:11][CH2:10][C@H:9]1[C:13]1[NH:17][C:16]2[CH:18]=[C:19]([C:22]3[CH:23]=[CH:24][C:25]([C:28]4[CH:33]=[CH:32][C:31]([C:34]5[NH:38][C:37]([C@@H:39]6[CH2:43][CH2:42][CH2:41][N:40]6[C:44]([O:46][CH2:47][C:48]6[CH:49]=[CH:50][CH:51]=[CH:52][CH:53]=6)=[O:45])=[N:36][CH:35]=5)=[CH:30][CH:29]=4)=[CH:26][CH:27]=3)[CH:20]=[CH:21][C:15]=2[N:14]=1)=[O:5])=[O:58], predict the reactants needed to synthesize it. The reactants are: C([O:5][C:6]([N:8]1[CH2:12][CH2:11][CH2:10][C@H:9]1[C:13]1[NH:17][C:16]2[CH:18]=[C:19]([C:22]3[CH:27]=[CH:26][C:25]([C:28]4[CH:33]=[CH:32][C:31]([C:34]5[NH:38][C:37]([C@@H:39]6[CH2:43][CH2:42][CH2:41][N:40]6[C:44]([O:46][CH2:47][C:48]6[CH:53]=[CH:52][CH:51]=[CH:50][CH:49]=6)=[O:45])=[N:36][CH:35]=5)=[CH:30][CH:29]=4)=[CH:24][CH:23]=3)[CH:20]=[CH:21][C:15]=2[N:14]=1)=O)(C)(C)C.Cl.[CH3:55][O:56][C:57]([NH:59][C@@H:60]([CH:64]([CH3:66])[CH3:65])C(O)=O)=[O:58].CN(C(ON1N=NC2C=CC=NC1=2)=[N+](C)C)C.F[P-](F)(F)(F)(F)F.C(N(C(C)C)CC)(C)C. (3) Given the product [Br:1][C:2]1[C:3]([C:9]([F:16])([F:15])[CH2:10][C:11]([F:14])([F:13])[F:12])=[N:4][N:5]([CH2:7][Cl:19])[CH:6]=1, predict the reactants needed to synthesize it. The reactants are: [Br:1][C:2]1[C:3]([C:9]([F:16])([F:15])[CH2:10][C:11]([F:14])([F:13])[F:12])=[N:4][N:5]([CH2:7]O)[CH:6]=1.S(Cl)([Cl:19])=O. (4) Given the product [F:45][C@H:30]1[C@H:29]([O:28][C:21]2[CH:22]=[CH:23][CH:24]=[C:25]3[C:20]=2[N:19]=[C:18]([C:14]2[N:11]4[CH:12]=[CH:13][C:8]([O:7][CH:4]5[CH2:3][CH2:2][O:1][CH2:6][CH2:5]5)=[CH:9][C:10]4=[N:16][CH:15]=2)[CH:27]=[CH:26]3)[CH2:34][CH2:33][N:32]([C:35]([O:37][CH2:38][C:39]2[CH:44]=[CH:43][CH:42]=[CH:41][CH:40]=2)=[O:36])[CH2:31]1, predict the reactants needed to synthesize it. The reactants are: [O:1]1[CH2:6][CH2:5][CH:4]([O:7][C:8]2[CH:13]=[CH:12][N:11]3[CH:14]=[CH:15][N:16]=[C:10]3[CH:9]=2)[CH2:3][CH2:2]1.Cl[C:18]1[CH:27]=[CH:26][C:25]2[C:20](=[C:21]([O:28][C@@H:29]3[CH2:34][CH2:33][N:32]([C:35]([O:37][CH2:38][C:39]4[CH:44]=[CH:43][CH:42]=[CH:41][CH:40]=4)=[O:36])[CH2:31][C@H:30]3[F:45])[CH:22]=[CH:23][CH:24]=2)[N:19]=1.